Dataset: NCI-60 drug combinations with 297,098 pairs across 59 cell lines. Task: Regression. Given two drug SMILES strings and cell line genomic features, predict the synergy score measuring deviation from expected non-interaction effect. (1) Drug 1: CC1=C2C(C(=O)C3(C(CC4C(C3C(C(C2(C)C)(CC1OC(=O)C(C(C5=CC=CC=C5)NC(=O)OC(C)(C)C)O)O)OC(=O)C6=CC=CC=C6)(CO4)OC(=O)C)OC)C)OC. Drug 2: CN1CCC(CC1)COC2=C(C=C3C(=C2)N=CN=C3NC4=C(C=C(C=C4)Br)F)OC. Cell line: HCT116. Synergy scores: CSS=62.9, Synergy_ZIP=6.09, Synergy_Bliss=5.11, Synergy_Loewe=-29.5, Synergy_HSA=5.31. (2) Drug 1: C#CCC(CC1=CN=C2C(=N1)C(=NC(=N2)N)N)C3=CC=C(C=C3)C(=O)NC(CCC(=O)O)C(=O)O. Drug 2: B(C(CC(C)C)NC(=O)C(CC1=CC=CC=C1)NC(=O)C2=NC=CN=C2)(O)O. Cell line: NCIH23. Synergy scores: CSS=53.9, Synergy_ZIP=0.202, Synergy_Bliss=-1.79, Synergy_Loewe=-4.71, Synergy_HSA=-6.05. (3) Drug 1: CC(CN1CC(=O)NC(=O)C1)N2CC(=O)NC(=O)C2. Drug 2: CC1=C(C(CCC1)(C)C)C=CC(=CC=CC(=CC(=O)O)C)C. Cell line: OVCAR-5. Synergy scores: CSS=18.0, Synergy_ZIP=1.08, Synergy_Bliss=1.33, Synergy_Loewe=0.391, Synergy_HSA=0.354.